Dataset: Reaction yield outcomes from USPTO patents with 853,638 reactions. Task: Predict the reaction yield, written as a fraction of the theoretical maximum amount of product (1.0 means a 100% yield; for example, 0.34 means a 34% yield). (1) The reactants are [F:1][C:2]1[CH:3]=[C:4]([OH:9])[CH:5]=[CH:6][C:7]=1[F:8].F[C:11]1[CH:16]=[CH:15][CH:14]=[CH:13][C:12]=1[N+:17]([O-:19])=[O:18].[F:20][C:21]1[CH:22]=[C:23]([CH:32]=[CH:33][C:34]=1[F:35])[O:24][C:25]1[CH:31]=[CH:30][CH:29]=[CH:28][C:26]=1[NH2:27].[NH2:36][C:37]1[S:38][CH:39]=[CH:40][N:41]=1. No catalyst specified. The product is [F:1][C:2]1[CH:3]=[C:4]([CH:5]=[CH:6][C:7]=1[F:8])[O:9][C:11]1[CH:16]=[CH:15][CH:14]=[CH:13][C:12]=1[N+:17]([O-:19])=[O:18].[F:20][C:21]1[CH:22]=[C:23]([CH:32]=[CH:33][C:34]=1[F:35])[O:24][C:25]1[CH:31]=[CH:30][CH:29]=[CH:28][C:26]=1[NH:27][C:4]([NH:36][C:37]1[S:38][CH:39]=[CH:40][N:41]=1)=[O:9]. The yield is 0.600. (2) The reactants are [N+:1]([O-:4])(O)=[O:2].[CH3:5][C:6]1[C:10]([C:11]2[CH:20]=[C:19]3[C:14]([C:15](=[O:21])[CH:16]=[CH:17][NH:18]3)=[CH:13][C:12]=2[O:22][CH3:23])=[C:9]([CH3:24])[O:8][N:7]=1. The catalyst is C(O)(=O)CC. The product is [CH3:5][C:6]1[C:10]([C:11]2[CH:20]=[C:19]3[C:14]([C:15]([OH:21])=[C:16]([N+:1]([O-:4])=[O:2])[CH:17]=[N:18]3)=[CH:13][C:12]=2[O:22][CH3:23])=[C:9]([CH3:24])[O:8][N:7]=1. The yield is 0.621.